From a dataset of Forward reaction prediction with 1.9M reactions from USPTO patents (1976-2016). Predict the product of the given reaction. (1) Given the reactants [NH2:1][C:2]1[CH:7]=[CH:6][CH:5]=[CH:4][C:3]=1[C:8]1[NH:9][C:10]2[C:15]([CH:16]=1)=[CH:14][CH:13]=[CH:12][CH:11]=2.[CH3:17][O:18][C:19]1[CH:24]=[CH:23][CH:22]=[CH:21][C:20]=1[CH2:25][C:26](O)=[O:27], predict the reaction product. The product is: [NH:9]1[C:10]2[C:15](=[CH:14][CH:13]=[CH:12][CH:11]=2)[CH:16]=[C:8]1[C:3]1[CH:4]=[CH:5][CH:6]=[CH:7][C:2]=1[NH:1][C:26](=[O:27])[CH2:25][C:20]1[CH:21]=[CH:22][CH:23]=[CH:24][C:19]=1[O:18][CH3:17]. (2) Given the reactants Cl[CH2:2][C:3]([NH:5][C:6]1[CH:11]=[CH:10][C:9]([Cl:12])=[CH:8][CH:7]=1)=[O:4].[CH3:13][O:14][C:15]1[CH:24]=[C:23]2[C:18]([C:19](=[O:37])[CH:20]([C:25]([C:27]3[CH:36]=[CH:35][C:34]4[C:29](=[CH:30][CH:31]=[CH:32][CH:33]=4)[CH:28]=3)=[O:26])[CH:21]=[N:22]2)=[CH:17][N:16]=1.C([O-])([O-])=O.[K+].[K+], predict the reaction product. The product is: [Cl:12][C:9]1[CH:10]=[CH:11][C:6]([NH:5][C:3](=[O:4])[CH2:2][N:22]2[C:23]3[C:18](=[CH:17][N:16]=[C:15]([O:14][CH3:13])[CH:24]=3)[C:19](=[O:37])[C:20]([C:25]([C:27]3[CH:36]=[CH:35][C:34]4[C:29](=[CH:30][CH:31]=[CH:32][CH:33]=4)[CH:28]=3)=[O:26])=[CH:21]2)=[CH:7][CH:8]=1.